Dataset: Catalyst prediction with 721,799 reactions and 888 catalyst types from USPTO. Task: Predict which catalyst facilitates the given reaction. (1) Reactant: [Br:1][C:2]1[CH:12]=[CH:11][C:5]2[C:6](=O)O[C:8](=O)[C:4]=2[CH:3]=1.[CH:13]([NH2:16])([CH3:15])[CH3:14].[ClH:17].O1CCOCC1. Product: [ClH:17].[Br:1][C:2]1[CH:3]=[C:4]2[C:5](=[CH:11][CH:12]=1)[CH2:6][N:16]([CH:13]([CH3:15])[CH3:14])[CH2:8]2. The catalyst class is: 11. (2) Reactant: Cl.[NH2:2][CH2:3][C:4]1[CH:29]=[CH:28][C:7]([CH2:8][N:9]2[S:13](=[O:15])(=[O:14])[N:12]([CH2:16][C:17]3[CH:22]=[CH:21][C:20]([O:23][CH3:24])=[CH:19][C:18]=3[O:25][CH3:26])[C:11](=[O:27])[CH2:10]2)=[CH:6][CH:5]=1.[C:30]([NH:37][CH2:38][C:39](O)=[O:40])([O:32][C:33]([CH3:36])([CH3:35])[CH3:34])=[O:31].CCN=C=NCCCN(C)C. Product: [C:33]([O:32][C:30](=[O:31])[NH:37][CH2:38][C:39](=[O:40])[NH:2][CH2:3][C:4]1[CH:5]=[CH:6][C:7]([CH2:8][N:9]2[CH2:10][C:11](=[O:27])[N:12]([CH2:16][C:17]3[CH:22]=[CH:21][C:20]([O:23][CH3:24])=[CH:19][C:18]=3[O:25][CH3:26])[S:13]2(=[O:14])=[O:15])=[CH:28][CH:29]=1)([CH3:36])([CH3:34])[CH3:35]. The catalyst class is: 1.